The task is: Predict which catalyst facilitates the given reaction.. This data is from Catalyst prediction with 721,799 reactions and 888 catalyst types from USPTO. (1) Reactant: C(=O)([O-])[O-].[K+].[K+].C([S:10][CH:11]1[CH2:16][CH2:15][N:14]([CH:17]([C:23]2[CH:28]=[CH:27][CH:26]=[CH:25][C:24]=2[F:29])[C:18]([CH:20]2[CH2:22][CH2:21]2)=[O:19])[CH2:13]/[C:12]/1=[CH:30]\[C:31]1[CH:35]=[CH:34][N:33]([CH2:36][C:37]2[CH:42]=[CH:41][CH:40]=[CH:39][N:38]=2)[N:32]=1)(=O)C.[ClH:43].C(#N)C. Product: [ClH:43].[ClH:43].[CH:20]1([C:18](=[O:19])[CH:17]([N:14]2[CH2:15][CH2:16][CH:11]([SH:10])/[C:12](=[CH:30]/[C:31]3[CH:35]=[CH:34][N:33]([CH2:36][C:37]4[CH:42]=[CH:41][CH:40]=[CH:39][N:38]=4)[N:32]=3)/[CH2:13]2)[C:23]2[CH:28]=[CH:27][CH:26]=[CH:25][C:24]=2[F:29])[CH2:22][CH2:21]1. The catalyst class is: 5. (2) Reactant: [CH:1]1([Mg]Cl)[CH2:6][CH2:5][CH2:4][CH2:3][CH2:2]1.[C:9]1([CH:15]([CH3:18])[CH:16]=[O:17])[CH:14]=[CH:13][CH:12]=[CH:11][CH:10]=1. Product: [CH:1]1([CH:16]([OH:17])[CH:15]([C:9]2[CH:14]=[CH:13][CH:12]=[CH:11][CH:10]=2)[CH3:18])[CH2:6][CH2:5][CH2:4][CH2:3][CH2:2]1. The catalyst class is: 332.